This data is from Experimentally validated miRNA-target interactions with 360,000+ pairs, plus equal number of negative samples. The task is: Binary Classification. Given a miRNA mature sequence and a target amino acid sequence, predict their likelihood of interaction. The miRNA is mmu-miR-741-3p with sequence UGAGAGAUGCCAUUCUAUGUAGA. The protein sequence of the target gene is MGTLGKAREAPRKPCHGSRAGPKARLEAKSTNSPLPAQPSLAQITQFRMMVSLGHLAKGASLDDLIDSCIQSFDADGNLCRNNQLLQVMLTMHRIIISSAELLQKVMNLYKDALEKNSPGVCLKICYFVRYWITEFWIMFKMDASLTSTMEEFQDLVKANGEETHCHLIDTTQINSRDWSRKLTQRIKSNTSKKRKVSLLFDHLEPEELSEHLTYLEFKSFRRISFSDYQNYLVNSCVKENPTMERSIALCNGISQWVQLMVLSRPTPQLRAEVFIKFIHVAQKLHQLQNFNTLMAVIGG.... Result: 1 (interaction).